This data is from Forward reaction prediction with 1.9M reactions from USPTO patents (1976-2016). The task is: Predict the product of the given reaction. (1) Given the reactants [CH:1]1([N:6]2[C:14]3[C:9](=[CH:10][CH:11]=[CH:12][C:13]=3[F:15])[C:8]([C:16]3[CH:21]=[CH:20][C:19]([OH:22])=[CH:18][CH:17]=3)=[N:7]2)[CH2:5][CH2:4][CH2:3][CH2:2]1.[C:23]([N:27]=[C:28]=[O:29])([CH3:26])([CH3:25])[CH3:24], predict the reaction product. The product is: [C:23]([NH:27][C:28](=[O:29])[O:22][C:19]1[CH:18]=[CH:17][C:16]([C:8]2[C:9]3[C:14](=[C:13]([F:15])[CH:12]=[CH:11][CH:10]=3)[N:6]([CH:1]3[CH2:5][CH2:4][CH2:3][CH2:2]3)[N:7]=2)=[CH:21][CH:20]=1)([CH3:26])([CH3:25])[CH3:24]. (2) The product is: [CH2:1]([C:4]1[N:8]([CH2:9][C:10]2[CH:30]=[CH:29][C:13]3/[C:14](=[CH:23]/[C:24]4[N:25]=[CH:35][O:28][N:27]=4)/[C:15]4[CH:22]=[CH:21][CH:20]=[CH:19][C:16]=4[CH2:17][CH2:18][C:12]=3[CH:11]=2)[C:7]2[CH:31]=[CH:32][CH:33]=[CH:34][C:6]=2[N:5]=1)[CH2:2][CH3:3]. Given the reactants [CH2:1]([C:4]1[N:8]([CH2:9][C:10]2[CH:30]=[CH:29][C:13]3[C:14](=[CH:23]/[C:24](/[NH:27][OH:28])=[N:25]\[H])[C:15]4[CH:22]=[CH:21][CH:20]=[CH:19][C:16]=4[CH2:17][CH2:18][C:12]=3[CH:11]=2)[C:7]2[CH:31]=[CH:32][CH:33]=[CH:34][C:6]=2[N:5]=1)[CH2:2][CH3:3].[CH:35](OCC)(OCC)OCC, predict the reaction product. (3) Given the reactants [Cl:1][C:2]1[CH:7]=[CH:6][C:5]([CH2:8][C:9]([OH:11])=[O:10])=[CH:4][C:3]=1F.[CH2:13]([OH:20])[C:14]1[CH:19]=[CH:18][CH:17]=[CH:16][CH:15]=1.[H-].[Na+], predict the reaction product. The product is: [CH2:13]([O:20][C:3]1[CH:4]=[C:5]([CH2:8][C:9]([OH:11])=[O:10])[CH:6]=[CH:7][C:2]=1[Cl:1])[C:14]1[CH:19]=[CH:18][CH:17]=[CH:16][CH:15]=1. (4) Given the reactants [Cl:1][C:2]1[S:6][C:5]([CH:7]2[CH2:12][CH2:11][N:10]([C:13](=[O:24])[CH2:14][N:15]3[C:19]4=N[CH:21]=[CH:22][CH:23]=[C:18]4N=[CH:16]3)[CH2:9][CH2:8]2)=[N:4][C:3]=1[C:25]1[CH:30]=[C:29]([C:31]([CH3:34])([CH3:33])[CH3:32])[C:28]([O:35][CH3:36])=[C:27]([C:37]([CH3:40])([CH3:39])[CH3:38])[CH:26]=1.C(N([CH:47]([CH3:49])C)CC)(C)C.CCN=C=NCCCN(C)C.C(O)(C(F)(F)F)=[O:62], predict the reaction product. The product is: [Cl:1][C:2]1[S:6][C:5]([CH:7]2[CH2:12][CH2:11][N:10]([C:13](=[O:24])[CH2:14][N:15]3[C:19]4[C:49](=[CH:21][CH:22]=[CH:23][CH:18]=4)[CH2:47][C:16]3=[O:62])[CH2:9][CH2:8]2)=[N:4][C:3]=1[C:25]1[CH:30]=[C:29]([C:31]([CH3:34])([CH3:32])[CH3:33])[C:28]([O:35][CH3:36])=[C:27]([C:37]([CH3:40])([CH3:39])[CH3:38])[CH:26]=1.